Dataset: NCI-60 drug combinations with 297,098 pairs across 59 cell lines. Task: Regression. Given two drug SMILES strings and cell line genomic features, predict the synergy score measuring deviation from expected non-interaction effect. (1) Drug 1: CN(CCCl)CCCl.Cl. Drug 2: C1CNP(=O)(OC1)N(CCCl)CCCl. Cell line: T-47D. Synergy scores: CSS=6.32, Synergy_ZIP=-7.98, Synergy_Bliss=-2.75, Synergy_Loewe=-29.9, Synergy_HSA=-2.84. (2) Drug 1: CC1=C(C=C(C=C1)NC2=NC=CC(=N2)N(C)C3=CC4=NN(C(=C4C=C3)C)C)S(=O)(=O)N.Cl. Drug 2: CN(C)N=NC1=C(NC=N1)C(=O)N. Cell line: UO-31. Synergy scores: CSS=11.3, Synergy_ZIP=-5.48, Synergy_Bliss=-3.38, Synergy_Loewe=-3.29, Synergy_HSA=-1.22. (3) Drug 1: CC1=C2C(C(=O)C3(C(CC4C(C3C(C(C2(C)C)(CC1OC(=O)C(C(C5=CC=CC=C5)NC(=O)C6=CC=CC=C6)O)O)OC(=O)C7=CC=CC=C7)(CO4)OC(=O)C)O)C)OC(=O)C. Drug 2: C1CN(CCN1C(=O)CCBr)C(=O)CCBr. Cell line: HOP-92. Synergy scores: CSS=13.8, Synergy_ZIP=-5.41, Synergy_Bliss=0.152, Synergy_Loewe=-1.29, Synergy_HSA=0.946. (4) Drug 1: CC12CCC(CC1=CCC3C2CCC4(C3CC=C4C5=CN=CC=C5)C)O. Drug 2: C1=CN(C=N1)CC(O)(P(=O)(O)O)P(=O)(O)O. Cell line: SW-620. Synergy scores: CSS=0.737, Synergy_ZIP=-1.76, Synergy_Bliss=-5.38, Synergy_Loewe=-5.83, Synergy_HSA=-5.76. (5) Drug 1: CCC1(CC2CC(C3=C(CCN(C2)C1)C4=CC=CC=C4N3)(C5=C(C=C6C(=C5)C78CCN9C7C(C=CC9)(C(C(C8N6C=O)(C(=O)OC)O)OC(=O)C)CC)OC)C(=O)OC)O.OS(=O)(=O)O. Drug 2: CC=C1C(=O)NC(C(=O)OC2CC(=O)NC(C(=O)NC(CSSCCC=C2)C(=O)N1)C(C)C)C(C)C. Cell line: NCI-H226. Synergy scores: CSS=37.4, Synergy_ZIP=-1.73, Synergy_Bliss=-1.88, Synergy_Loewe=-6.54, Synergy_HSA=-1.37.